Dataset: Catalyst prediction with 721,799 reactions and 888 catalyst types from USPTO. Task: Predict which catalyst facilitates the given reaction. Reactant: [C:1]([C:9]1[C:10]([C:15]([OH:17])=O)=[N:11][CH:12]=[CH:13][CH:14]=1)(=O)[C:2]1[CH:7]=[CH:6][CH:5]=[CH:4][CH:3]=1.O.[NH2:19][NH2:20]. Product: [C:2]1([C:1]2[C:9]3[CH:14]=[CH:13][CH:12]=[N:11][C:10]=3[C:15](=[O:17])[NH:19][N:20]=2)[CH:7]=[CH:6][CH:5]=[CH:4][CH:3]=1. The catalyst class is: 8.